This data is from Catalyst prediction with 721,799 reactions and 888 catalyst types from USPTO. The task is: Predict which catalyst facilitates the given reaction. (1) Reactant: C(OC(=O)[NH:10][CH2:11][C@H:12]1[CH2:17][C@H:16]([C:18]2[CH:23]=[CH:22][C:21]([CH2:24][O:25][CH2:26][C@@H:27]([CH3:31])[CH2:28][O:29][CH3:30])=[CH:20][CH:19]=2)[C@@H:15]([O:32][CH2:33][C:34]2[CH:35]=[CH:36][C:37]3[O:42][CH2:41][CH2:40][N:39]([CH2:43][CH2:44][CH2:45][O:46][CH3:47])[C:38]=3[CH:48]=2)[CH2:14][N:13]1[S:49]([C:52]1[CH:57]=[CH:56][C:55]([CH3:58])=[CH:54][CH:53]=1)(=[O:51])=[O:50])C1C=CC=CC=1. Product: [CH3:30][O:29][CH2:28][C@H:27]([CH3:31])[CH2:26][O:25][CH2:24][C:21]1[CH:22]=[CH:23][C:18]([C@@H:16]2[C@@H:15]([O:32][CH2:33][C:34]3[CH:35]=[CH:36][C:37]4[O:42][CH2:41][CH2:40][N:39]([CH2:43][CH2:44][CH2:45][O:46][CH3:47])[C:38]=4[CH:48]=3)[CH2:14][N:13]([S:49]([C:52]3[CH:57]=[CH:56][C:55]([CH3:58])=[CH:54][CH:53]=3)(=[O:50])=[O:51])[C@@H:12]([CH2:11][NH2:10])[CH2:17]2)=[CH:19][CH:20]=1. The catalyst class is: 5. (2) Reactant: [Cl:1][CH2:2][C:3](Cl)=[O:4].[N:6]1[CH:11]=[CH:10][CH:9]=[N:8][C:7]=1[C:12]1[CH:13]=[CH:14][C:15]([C:18]2[CH2:19][CH2:20][NH:21][CH2:22][CH:23]=2)=[N:16][CH:17]=1.C([O-])(O)=O.[Na+]. Product: [Cl:1][CH2:2][C:3]([N:21]1[CH2:22][CH:23]=[C:18]([C:15]2[CH:14]=[CH:13][C:12]([C:7]3[N:6]=[CH:11][CH:10]=[CH:9][N:8]=3)=[CH:17][N:16]=2)[CH2:19][CH2:20]1)=[O:4]. The catalyst class is: 2.